This data is from Peptide-MHC class II binding affinity with 134,281 pairs from IEDB. The task is: Regression. Given a peptide amino acid sequence and an MHC pseudo amino acid sequence, predict their binding affinity value. This is MHC class II binding data. (1) The peptide sequence is GEIYKRWIILGLNKI. The MHC is DRB1_0301 with pseudo-sequence DRB1_0301. The binding affinity (normalized) is 0. (2) The peptide sequence is LAQILMDNDLAATND. The MHC is DRB3_0101 with pseudo-sequence DRB3_0101. The binding affinity (normalized) is 0.397. (3) The peptide sequence is EEREVLMWKFDSALARKH. The MHC is DRB1_1501 with pseudo-sequence DRB1_1501. The binding affinity (normalized) is 0.752. (4) The peptide sequence is PLHLRYYRITYGETG. The MHC is HLA-DQA10501-DQB10201 with pseudo-sequence HLA-DQA10501-DQB10201. The binding affinity (normalized) is 0.350. (5) The MHC is HLA-DQA10501-DQB10301 with pseudo-sequence HLA-DQA10501-DQB10301. The peptide sequence is KSTWYGKPTGAGPKD. The binding affinity (normalized) is 0.436. (6) The peptide sequence is NIVNMLHGVRDGLVR. The MHC is HLA-DPA10201-DPB10101 with pseudo-sequence HLA-DPA10201-DPB10101. The binding affinity (normalized) is 0.0733. (7) The peptide sequence is SQDYELSWNLNGLQAY. The MHC is HLA-DQA10101-DQB10501 with pseudo-sequence HLA-DQA10101-DQB10501. The binding affinity (normalized) is 0.581. (8) The peptide sequence is HGVAKNPVVDGNPTV. The MHC is DRB1_0404 with pseudo-sequence DRB1_0404. The binding affinity (normalized) is 0.461. (9) The peptide sequence is NGNELLLDLSLTKVN. The MHC is HLA-DPA10103-DPB10401 with pseudo-sequence HLA-DPA10103-DPB10401. The binding affinity (normalized) is 0.410.